This data is from Reaction yield outcomes from USPTO patents with 853,638 reactions. The task is: Predict the reaction yield, written as a fraction of the theoretical maximum amount of product (1.0 means a 100% yield; for example, 0.34 means a 34% yield). The yield is 0.250. The product is [CH:34]1([CH:37]([O:1][C:2]2[CH:3]=[CH:4][C:5]([N:8]3[C:13](=[O:14])[C:12]([CH2:15][C:16]4[CH:21]=[CH:20][C:19]([C:22]5[CH:27]=[CH:26][CH:25]=[CH:24][C:23]=5[C:28]5[NH:60][C:61](=[O:62])[O:63][N:29]=5)=[CH:18][CH:17]=4)=[C:11]([CH2:30][CH2:31][CH3:32])[N:10]=[C:9]3[CH3:33])=[CH:6][CH:7]=2)[CH3:38])[CH2:36][CH2:35]1. The catalyst is O1CCCC1.O.C(OCC)(=O)C. The reactants are [OH:1][C:2]1[CH:7]=[CH:6][C:5]([N:8]2[C:13](=[O:14])[C:12]([CH2:15][C:16]3[CH:21]=[CH:20][C:19]([C:22]4[C:23]([C:28]#[N:29])=[CH:24][CH:25]=[CH:26][CH:27]=4)=[CH:18][CH:17]=3)=[C:11]([CH2:30][CH2:31][CH3:32])[N:10]=[C:9]2[CH3:33])=[CH:4][CH:3]=1.[CH:34]1([CH:37](O)[CH3:38])[CH2:36][CH2:35]1.C1(P(C2C=CC=CC=2)C2C=CC=CC=2)C=CC=CC=1.[N:60]([C:61]([O:63]C(C)C)=[O:62])=[N:60][C:61]([O:63]C(C)C)=[O:62].